From a dataset of Forward reaction prediction with 1.9M reactions from USPTO patents (1976-2016). Predict the product of the given reaction. Given the reactants Br[CH2:2][C:3]([C:5]1[CH:10]=[CH:9][C:8]([O:11][S:12]([CH3:15])(=[O:14])=[O:13])=[CH:7][C:6]=1[C:16]([F:19])([F:18])[F:17])=[O:4].[BH4-].[Na+].[OH-].[K+], predict the reaction product. The product is: [O:4]1[CH2:2][CH:3]1[C:5]1[CH:10]=[CH:9][C:8]([O:11][S:12]([CH3:15])(=[O:14])=[O:13])=[CH:7][C:6]=1[C:16]([F:19])([F:18])[F:17].